Regression. Given two drug SMILES strings and cell line genomic features, predict the synergy score measuring deviation from expected non-interaction effect. From a dataset of NCI-60 drug combinations with 297,098 pairs across 59 cell lines. (1) Drug 1: C1=CC(=CC=C1CCC2=CNC3=C2C(=O)NC(=N3)N)C(=O)NC(CCC(=O)O)C(=O)O. Drug 2: CCN(CC)CCNC(=O)C1=C(NC(=C1C)C=C2C3=C(C=CC(=C3)F)NC2=O)C. Cell line: NCI-H226. Synergy scores: CSS=6.57, Synergy_ZIP=4.93, Synergy_Bliss=6.24, Synergy_Loewe=1.72, Synergy_HSA=3.57. (2) Drug 2: C1CC(=O)NC(=O)C1N2C(=O)C3=CC=CC=C3C2=O. Synergy scores: CSS=17.5, Synergy_ZIP=-2.71, Synergy_Bliss=5.90, Synergy_Loewe=5.81, Synergy_HSA=6.11. Cell line: SK-OV-3. Drug 1: C1=C(C(=O)NC(=O)N1)N(CCCl)CCCl. (3) Drug 1: C1C(C(OC1N2C=C(C(=O)NC2=O)F)CO)O. Drug 2: COCCOC1=C(C=C2C(=C1)C(=NC=N2)NC3=CC=CC(=C3)C#C)OCCOC.Cl. Cell line: SK-MEL-5. Synergy scores: CSS=31.3, Synergy_ZIP=-2.14, Synergy_Bliss=0.692, Synergy_Loewe=-2.39, Synergy_HSA=5.06. (4) Drug 1: COC1=CC(=CC(=C1O)OC)C2C3C(COC3=O)C(C4=CC5=C(C=C24)OCO5)OC6C(C(C7C(O6)COC(O7)C8=CC=CS8)O)O. Drug 2: CC1=C2C(C(=O)C3(C(CC4C(C3C(C(C2(C)C)(CC1OC(=O)C(C(C5=CC=CC=C5)NC(=O)OC(C)(C)C)O)O)OC(=O)C6=CC=CC=C6)(CO4)OC(=O)C)O)C)O. Cell line: OVCAR-5. Synergy scores: CSS=29.1, Synergy_ZIP=-9.36, Synergy_Bliss=-7.16, Synergy_Loewe=-11.7, Synergy_HSA=-5.00.